From a dataset of Forward reaction prediction with 1.9M reactions from USPTO patents (1976-2016). Predict the product of the given reaction. (1) Given the reactants [CH2:1]([C:4]1[C:11]([O:12][CH3:13])=[CH:10][CH:9]=[CH:8][C:5]=1CO)[CH:2]=[CH2:3].[Si:14](Cl)([C:17]([CH3:20])([CH3:19])[CH3:18])([CH3:16])[CH3:15].N1C=CN=C1.[OH2:27], predict the reaction product. The product is: [CH2:1]([C:4]1[CH:5]=[CH:8][CH:9]=[C:10]([O:27][Si:14]([C:17]([CH3:20])([CH3:19])[CH3:18])([CH3:16])[CH3:15])[C:11]=1[O:12][CH3:13])[CH:2]=[CH2:3]. (2) The product is: [C:1]([O:5][C:6]([N:8]1[CH2:13][CH2:12][N:11]([C:14]([O:16][C:17]([CH3:20])([CH3:19])[CH3:18])=[O:15])[CH2:10][C@@H:9]1[CH:21]([C:22]1[CH:23]=[CH:24][C:25]([F:28])=[CH:26][CH:27]=1)[OH:29])=[O:7])([CH3:2])([CH3:3])[CH3:4]. Given the reactants [C:1]([O:5][C:6]([N:8]1[CH2:13][CH2:12][N:11]([C:14]([O:16][C:17]([CH3:20])([CH3:19])[CH3:18])=[O:15])[CH2:10][C@@H:9]1[C:21](=[O:29])[C:22]1[CH:27]=[CH:26][C:25]([F:28])=[CH:24][CH:23]=1)=[O:7])([CH3:4])([CH3:3])[CH3:2].[BH4-].[Na+], predict the reaction product. (3) Given the reactants Br[C:2]1[CH:3]=[C:4]([N:8]2[C:12]3[CH2:13][O:14][CH2:15][C:11]=3[C:10]([C:16]([O:18][CH2:19][CH3:20])=[O:17])=[N:9]2)[CH:5]=[CH:6][CH:7]=1.[C:21]([C@:23]1([OH:30])[CH2:27][CH2:26][N:25]([CH3:28])[C:24]1=[O:29])#[CH:22], predict the reaction product. The product is: [OH:30][C@@:23]1([C:21]#[C:22][C:2]2[CH:3]=[C:4]([N:8]3[C:12]4[CH2:13][O:14][CH2:15][C:11]=4[C:10]([C:16]([O:18][CH2:19][CH3:20])=[O:17])=[N:9]3)[CH:5]=[CH:6][CH:7]=2)[CH2:27][CH2:26][N:25]([CH3:28])[C:24]1=[O:29]. (4) Given the reactants [NH:1]1[C:5]2[CH:6]=[CH:7][CH:8]=[CH:9][C:4]=2[N:3]=[C:2]1[N:10]1[CH2:19][CH2:18][C:13]2([O:17][CH2:16][CH2:15][O:14]2)[CH2:12][CH2:11]1.CC(C)([O-])C.[K+].[F:26][C:27]1[CH:34]=[CH:33][C:30]([CH2:31]Br)=[CH:29][CH:28]=1.O, predict the reaction product. The product is: [F:26][C:27]1[CH:34]=[CH:33][C:30]([CH2:31][N:1]2[C:5]3[CH:6]=[CH:7][CH:8]=[CH:9][C:4]=3[N:3]=[C:2]2[N:10]2[CH2:11][CH2:12][C:13]3([O:14][CH2:15][CH2:16][O:17]3)[CH2:18][CH2:19]2)=[CH:29][CH:28]=1. (5) Given the reactants Cl.Cl.[O:3]1[C:7]2[CH:8]=[CH:9][CH:10]=[C:11]([CH:12]3[CH2:17][CH2:16][N:15]([CH2:18][CH2:19][C@H:20]4[CH2:25][CH2:24][C@H:23]([NH2:26])[CH2:22][CH2:21]4)[CH2:14][CH2:13]3)[C:6]=2[CH2:5][CH2:4]1.[CH3:27][S:28]([C:31]1[CH:39]=[CH:38][C:34]([C:35](O)=[O:36])=[CH:33][CH:32]=1)(=[O:30])=[O:29], predict the reaction product. The product is: [O:3]1[C:7]2[CH:8]=[CH:9][CH:10]=[C:11]([CH:12]3[CH2:17][CH2:16][N:15]([CH2:18][CH2:19][C@H:20]4[CH2:21][CH2:22][C@H:23]([NH:26][C:35](=[O:36])[C:34]5[CH:33]=[CH:32][C:31]([S:28]([CH3:27])(=[O:30])=[O:29])=[CH:39][CH:38]=5)[CH2:24][CH2:25]4)[CH2:14][CH2:13]3)[C:6]=2[CH2:5][CH2:4]1. (6) The product is: [F:32][C:29]([F:30])([F:31])[C:24]1[CH:25]=[CH:26][CH:27]=[CH:28][C:23]=1[CH2:22][CH2:21][C@H:9]1[CH2:10][NH:11][CH2:12][CH2:13][NH:8]1. Given the reactants C([N:8]1[CH2:13][CH2:12][N:11](CC2C=CC=CC=2)[CH2:10][C@@H:9]1[CH2:21][CH2:22][C:23]1[CH:28]=[CH:27][CH:26]=[CH:25][C:24]=1[C:29]([F:32])([F:31])[F:30])C1C=CC=CC=1.C([O-])=O.[NH4+], predict the reaction product.